Dataset: Full USPTO retrosynthesis dataset with 1.9M reactions from patents (1976-2016). Task: Predict the reactants needed to synthesize the given product. (1) Given the product [Cl:1][C:2]1[CH:7]=[CH:6][CH:5]=[CH:4][C:3]=1[S:8]([NH:13][CH3:12])(=[O:10])=[O:9], predict the reactants needed to synthesize it. The reactants are: [Cl:1][C:2]1[CH:7]=[CH:6][CH:5]=[CH:4][C:3]=1[S:8](Cl)(=[O:10])=[O:9].[CH3:12][NH2:13]. (2) Given the product [CH:28]([N:26]([CH3:27])[C:24]1[C:23]([C:31]([F:33])([F:34])[F:32])=[CH:22][C:17]2[NH:18][C:19](=[O:21])[CH2:20][C:14]([C:10]3[CH:11]=[CH:12][CH:13]=[C:8]([N:7]4[C:3]([CH2:2][N:40]5[CH2:44][CH2:43][CH2:42][CH2:41]5)=[CH:4][N:5]=[N:6]4)[CH:9]=3)=[N:15][C:16]=2[CH:25]=1)([CH3:30])[CH3:29], predict the reactants needed to synthesize it. The reactants are: O[CH2:2][C:3]1[N:7]([C:8]2[CH:9]=[C:10]([C:14]3[CH2:20][C:19](=[O:21])[NH:18][C:17]4[CH:22]=[C:23]([C:31]([F:34])([F:33])[F:32])[C:24]([N:26]([CH:28]([CH3:30])[CH3:29])[CH3:27])=[CH:25][C:16]=4[N:15]=3)[CH:11]=[CH:12][CH:13]=2)[N:6]=[N:5][CH:4]=1.S(Cl)(Cl)=O.[Cl-].[NH:40]1[CH2:44][CH2:43][CH2:42][CH2:41]1. (3) Given the product [N:1]1([C:6]2[CH:15]=[CH:14][C:13]3[CH:12]([C:16]([OH:18])=[O:17])[CH2:11][CH2:10][CH2:9][C:8]=3[N:7]=2)[CH:5]=[N:4][N:3]=[N:2]1, predict the reactants needed to synthesize it. The reactants are: [N:1]1([C:6]2[CH:15]=[CH:14][C:13]3[CH:12]([C:16]([O:18]C)=[O:17])[CH2:11][CH2:10][CH2:9][C:8]=3[N:7]=2)[CH:5]=[N:4][N:3]=[N:2]1.[OH-].[Li+].O.Cl. (4) Given the product [CH:54]1([N:57]2[C:66]3[C:61](=[CH:62][CH:63]=[CH:64][CH:65]=3)[N:60]([C:11]([C:10]3[CH:9]=[N:8][C:7]([CH3:14])=[CH:6][C:5]=3[O:4][C:3]3[CH:15]=[C:16]([Cl:19])[CH:17]=[CH:18][C:2]=3[Cl:1])=[O:13])[CH2:59][CH2:58]2)[CH2:56][CH2:55]1, predict the reactants needed to synthesize it. The reactants are: [Cl:1][C:2]1[CH:18]=[CH:17][C:16]([Cl:19])=[CH:15][C:3]=1[O:4][C:5]1[C:10]([C:11]([O-:13])=O)=[CH:9][N:8]=[C:7]([CH3:14])[CH:6]=1.[Li+].C(N(C(C)C)C(C)C)C.F[P-](F)(F)(F)(F)F.N1(OC(N(C)C)=[N+](C)C)C2N=CC=CC=2N=N1.[CH:54]1([N:57]2[C:66]3[C:61](=[CH:62][CH:63]=[CH:64][CH:65]=3)[NH:60][CH2:59][CH2:58]2)[CH2:56][CH2:55]1.C(=O)(O)[O-].[Na+].